Dataset: Full USPTO retrosynthesis dataset with 1.9M reactions from patents (1976-2016). Task: Predict the reactants needed to synthesize the given product. Given the product [N:15]12[CH2:16][CH2:17][CH:18]([CH2:19][CH2:20]1)[CH:13]([C:7]1[C:6]3[C:10](=[CH:11][CH:12]=[C:4]([NH2:1])[CH:5]=3)[NH:9][CH:8]=1)[CH2:14]2, predict the reactants needed to synthesize it. The reactants are: [N+:1]([C:4]1[CH:5]=[C:6]2[C:10](=[CH:11][CH:12]=1)[NH:9][CH:8]=[C:7]2[C:13]1[CH:18]2[CH2:19][CH2:20][N:15]([CH2:16][CH2:17]2)[CH:14]=1)([O-])=O.[H][H].